From a dataset of Full USPTO retrosynthesis dataset with 1.9M reactions from patents (1976-2016). Predict the reactants needed to synthesize the given product. The reactants are: [CH3:1][N:2]1[CH2:7][CH2:6][NH:5][CH:4]([C:8]([O:10]CC)=[O:9])[CH2:3]1.[OH-].[Na+]. Given the product [CH3:1][N:2]1[CH2:7][CH2:6][NH:5][CH:4]([C:8]([OH:10])=[O:9])[CH2:3]1, predict the reactants needed to synthesize it.